From a dataset of Forward reaction prediction with 1.9M reactions from USPTO patents (1976-2016). Predict the product of the given reaction. (1) Given the reactants C(Cl)(=O)C(Cl)=O.CS(C)=O.[Cl:11][C:12]1[C:13]([C:24]([NH:26][CH:27]2[CH2:32][CH2:31][CH2:30][CH:29]([OH:33])[CH2:28]2)=[O:25])=[N:14][O:15][C:16]=1[C:17]1[CH:22]=[CH:21][C:20]([F:23])=[CH:19][CH:18]=1.C(N(CC)CC)C, predict the reaction product. The product is: [Cl:11][C:12]1[C:13]([C:24]([NH:26][CH:27]2[CH2:32][CH2:31][CH2:30][C:29](=[O:33])[CH2:28]2)=[O:25])=[N:14][O:15][C:16]=1[C:17]1[CH:22]=[CH:21][C:20]([F:23])=[CH:19][CH:18]=1. (2) The product is: [S:23]([C@@H:2]1[CH2:6][CH2:5][N:4]([C:7]([O:9][CH2:10][C:11]2[CH:16]=[CH:15][CH:14]=[CH:13][CH:12]=2)=[O:8])[CH2:3]1)([C:20]1[CH:21]=[CH:22][C:17]([CH3:27])=[CH:18][CH:19]=1)(=[O:25])=[O:24]. Given the reactants O[C@@H:2]1[CH2:6][CH2:5][N:4]([C:7]([O:9][CH2:10][C:11]2[CH:16]=[CH:15][CH:14]=[CH:13][CH:12]=2)=[O:8])[CH2:3]1.[C:17]1([CH3:27])[CH:22]=[CH:21][C:20]([S:23](Cl)(=[O:25])=[O:24])=[CH:19][CH:18]=1.C(N(CC)CC)C, predict the reaction product. (3) Given the reactants [NH2:1][C:2]1[N:7]=[CH:6][CH:5]=[CH:4][N:3]=1.[CH2:8](OC(OCC)CBr)[CH3:9].Br, predict the reaction product. The product is: [N:1]1[CH:8]=[CH:9][N:3]2[CH:4]=[CH:5][CH:6]=[N:7][C:2]=12. (4) Given the reactants [CH3:1][NH:2][C:3]([C:5]1[C:14]2[C:9](=[C:10]([C:15](=[CH2:25])[CH2:16][NH:17]C(=O)OC(C)(C)C)[CH:11]=[CH:12][CH:13]=2)[N:8]=[CH:7][N:6]=1)=[O:4].[C:26]([OH:32])([C:28]([F:31])([F:30])[F:29])=[O:27].FC(F)(F)C([O-])=O, predict the reaction product. The product is: [NH2:17][CH2:16][C:15]([C:10]1[CH:11]=[CH:12][CH:13]=[C:14]2[C:9]=1[N:8]=[CH:7][N:6]=[C:5]2[C:3]([NH:2][CH3:1])=[O:4])=[CH2:25].[F:29][C:28]([F:31])([F:30])[C:26]([O-:32])=[O:27]. (5) The product is: [C:1]1([C:13](=[O:17])[C:14]([NH2:16])=[O:15])[C:11]2=[C:12]3[C:7](=[CH:8][CH:9]=[CH:10]2)[CH2:6][CH2:5][CH2:4][N:3]3[CH:2]=1.[C:1]1([CH2:13][C:14]([NH2:16])=[O:15])[C:11]2=[C:12]3[C:7](=[CH:8][CH:9]=[CH:10]2)[CH2:6][CH2:5][CH2:4][N:3]3[CH:2]=1. Given the reactants [C:1]1([CH2:13][C:14]([NH2:16])=[O:15])[C:11]2=[C:12]3[C:7](=[CH:8][CH:9]=[CH:10]2)[CH2:6][CH2:5][CH2:4][N:3]3[CH:2]=1.[O:17]1CCOCC1, predict the reaction product. (6) Given the reactants [CH3:1][O:2][CH2:3][CH2:4][O:5][C:6]1[C:11]([N+:12]([O-:14])=[O:13])=[C:10](S(C)=O)[CH:9]=[C:8]([CH3:18])[N:7]=1.[H-].[Na+].[F:21][C:22]([F:26])([F:25])[CH2:23][OH:24], predict the reaction product. The product is: [CH3:1][O:2][CH2:3][CH2:4][O:5][C:6]1[C:11]([N+:12]([O-:14])=[O:13])=[C:10]([O:24][CH2:23][C:22]([F:26])([F:25])[F:21])[CH:9]=[C:8]([CH3:18])[N:7]=1.